From a dataset of Forward reaction prediction with 1.9M reactions from USPTO patents (1976-2016). Predict the product of the given reaction. (1) The product is: [CH2:1]([O:3][C:4]([C:5]1[N:11]=[N:12][N:15]([CH3:14])[C:6]=1[CH:8]1[CH2:10][CH2:9]1)=[O:13])[CH3:2]. Given the reactants [CH2:1]([O:3][C:4](=[O:13])[C:5](=[N+:11]=[N-:12])[C:6]([CH:8]1[CH2:10][CH2:9]1)=O)[CH3:2].[CH3:14][NH2:15].O, predict the reaction product. (2) Given the reactants [O:1]1[CH2:6][CH2:5][N:4]([C:7]([C:9]2[CH:14]=[CH:13][CH:12]=[C:11]([N+:15]([O-])=O)[CH:10]=2)=[O:8])[CH2:3][CH2:2]1.[Sn](Cl)Cl.[OH-].[Na+], predict the reaction product. The product is: [NH2:15][C:11]1[CH:10]=[C:9]([C:7]([N:4]2[CH2:3][CH2:2][O:1][CH2:6][CH2:5]2)=[O:8])[CH:14]=[CH:13][CH:12]=1. (3) Given the reactants [C:1]([O:5][C:6](=[O:20])[NH:7][C:8]1[C:9]([C:13]2[CH:18]=[CH:17][C:16]([OH:19])=[CH:15]C=2)=[N:10][O:11][CH:12]=1)([CH3:4])([CH3:3])[CH3:2].[CH2:21](O)[CH2:22][C:23]1[CH:28]=[CH:27][CH:26]=[CH:25][CH:24]=1.C1(P(C2C=CC=CC=2)C2C=CC=CC=2)C=CC=CC=1.CCOC(/[N:54]=N/C(OCC)=O)=O, predict the reaction product. The product is: [C:1]([O:5][C:6](=[O:20])[NH:7][C:8]1[C:9]([C:13]2[CH:18]=[CH:17][C:16]([O:19][CH2:21][CH2:22][C:23]3[CH:28]=[CH:27][CH:26]=[CH:25][CH:24]=3)=[CH:15][N:54]=2)=[N:10][O:11][CH:12]=1)([CH3:2])([CH3:3])[CH3:4]. (4) The product is: [OH:1][CH:2]1[CH2:7][CH2:6][N:5]([C:8]([O:10][C:11]([CH3:14])([CH3:13])[CH3:12])=[O:9])[CH2:4][CH2:3]1. Given the reactants [OH:1][CH:2]1[CH2:7][CH2:6][NH:5][CH2:4][CH2:3]1.[C:8](O[C:8]([O:10][C:11]([CH3:14])([CH3:13])[CH3:12])=[O:9])([O:10][C:11]([CH3:14])([CH3:13])[CH3:12])=[O:9], predict the reaction product.